Task: Predict the product of the given reaction.. Dataset: Forward reaction prediction with 1.9M reactions from USPTO patents (1976-2016) Given the reactants CS(O[CH2:6][CH2:7][C:8]1[O:9][C:10]2[CH:16]=[CH:15][C:14]([C:17]3[CH:22]=[CH:21][C:20]([C:23]([N:25]4[CH2:30][CH2:29][O:28][CH2:27][CH2:26]4)=[O:24])=[CH:19][N:18]=3)=[CH:13][C:11]=2[CH:12]=1)(=O)=O.[NH:31]1[CH:37]=[CH:36][CH:35]=[CH:34][CH:33]=[CH:32]1, predict the reaction product. The product is: [N:31]1([CH2:6][CH2:7][C:8]2[O:9][C:10]3[CH:16]=[CH:15][C:14]([C:17]4[N:18]=[CH:19][C:20]([C:23]([N:25]5[CH2:30][CH2:29][O:28][CH2:27][CH2:26]5)=[O:24])=[CH:21][CH:22]=4)=[CH:13][C:11]=3[CH:12]=2)[CH2:37][CH2:36][CH2:35][CH2:34][CH2:33][CH2:32]1.